This data is from Peptide-MHC class II binding affinity with 134,281 pairs from IEDB. The task is: Regression. Given a peptide amino acid sequence and an MHC pseudo amino acid sequence, predict their binding affinity value. This is MHC class II binding data. (1) The peptide sequence is GECQIVDKIDAAFKI. The MHC is DRB1_0101 with pseudo-sequence DRB1_0101. The binding affinity (normalized) is 0.549. (2) The peptide sequence is EVAFGLVCATCEQIA. The MHC is DRB1_1101 with pseudo-sequence DRB1_1101. The binding affinity (normalized) is 0.367. (3) The peptide sequence is IQSIPFVHLGHRDNI. The MHC is HLA-DQA10102-DQB10602 with pseudo-sequence HLA-DQA10102-DQB10602. The binding affinity (normalized) is 0.257. (4) The peptide sequence is SEIEEFRDRARVPLT. The MHC is HLA-DPA10103-DPB10201 with pseudo-sequence HLA-DPA10103-DPB10201. The binding affinity (normalized) is 0.111. (5) The peptide sequence is VAEAAGKTKEGVLYV. The MHC is DRB1_0901 with pseudo-sequence DRB1_0901. The binding affinity (normalized) is 0.228.